From a dataset of B-cell epitopes from IEDB database with 3,159 antigens for binding position prediction. Token-level Classification. Given an antigen amino acid sequence, predict which amino acid positions are active epitope sites capable of antibody binding. Output is a list of indices for active positions. (1) The epitope positions are: [170, 171, 172, 173, 174, 175, 176, 177, 178, 179]. The amino acids at these positions are: VEDGECYIQF. Given the antigen sequence: MNNSTNSSNNGLAITSPYKTFEVVFIVLVAGSLSLVTIIGNILVMVSIKVSRHLQTVNNYFLFSLACADLIIGVFSMNLYTLYTVIGYWPLGPVVCDLWLALDYVVSNASVMNLLIISFDRYFCVTKPLTYPVKRTTKMAGMMIAAAWVLSFILWAPAILFWQFIVGVRTVEDGECYIQFFSNAAVTFGTAIAAFYLPVIIMTVLYWHISRASKSRIKKEKKEPVANQDPVSPSLVQGRIVKPNNNNMPGGDGGLEHNKIQNGKAPRDGVTETCVQGEEKESSNDSTSSAAVASNMRDDEITQDENTVSTSLDHSRDDNSKQTCIKIVTKAQKGDVYTPTSTTVELVGSSGQSGDEKQNVVARKIVKMPKQPAKKKPPPSREKKVTRTILAILLAFIITWAPYNVMVLINTFCAPCIPNTVWTIGYWLCYINSTINPACYALCNATFKKTFKHLLMCHYKNIGATR, which amino acid positions are active epitope sites? (2) Given the antigen sequence: MGTRLTTLSNGLKNTLTATKSGLHKAGQSLTQAGSSLKTGAKKIILYIPQNYQYDTEQGNGLQDLVKAAEELGIEVQREERNNIATAQTSLGTIQTAIGLTERGIVLSAPQIDKLLQKTKAGQALGSAESIVQNANKAKTVLSGIQSILGSVLAGMDLDEALQNNSNQHALAKAGLELTNSLIENIANSVKTLDEFGEQISQFGSKLQNIKGLGTLGDKLKNIGGLDKAGLGLDVISGLLSGATAALVLADKNASTAKKVGAGFELANQVVGNITKAVSSYILAQRVAAGLSSTGPVAALIASTVSLAISPLAFAGIADKFNHAKSLESYAERFKKLGYDGDNLLAEYQRGTGTIDASVTAINTALAAIAGGVSAAAAGSVIASPIALLVSGITGVISTILQYSKQAMFEHVANKIHNKIVEWEKNNHGKNYFENGYDARYLANLQDNMKFLLNLNKELQAERVIAITQQQWDNNIGDLAGISRLGEKVLSGKAYVDAFE..., which amino acid positions are active epitope sites? The epitope positions are: [727, 728, 729, 730, 731, 732, 733, 734, 735, 736]. The amino acids at these positions are: FNDAFNGGDG. (3) Given the antigen sequence: MHPFSRLFRNIQSLGEEEVQELLGPPEDALPLLAGEDLNHRVADALNLHLPTADLQWVHKTNAITGLYSNQAAQFNPHWIQPEFPELHLHNELIKKLQQYFGPLTINEKRKLQLNFPARFFPKATKYFPLIKGIKNNYPNFALEHFFATANYLWTLWEAGILYLRKNQTTLTFKGKPYSWEHRQLVQHNGQQHKSHLQSRQNSSVVACSGHLLHNHLPSEPVSVSTRDLSNNILGKSQNSTRTGLCSHKQIQTDRLEHLARISCGSKTTIGQQGSSPKTSSNFRNQTWAYNSSWNSGHTTWFSSASNSNKSRSREKAYSSNSTSKRYSPPLNYEKSDFSSPGVRGRIKRLDNNGTPTQCLWRSFYDSKPCGSYCIHHIVSSIDDWGPCTVTGDVTIKSPRTPRRITGGVFLVDKNPNNSSESRLVVDFSQFSRGHTRVHWPKFAVPNLQTLANLLSTDLQWLSLDVSAAFYHIPISPAAVPHLLVGSPGLERFNTCLSYS..., which amino acid positions are active epitope sites? The epitope positions are: [860, 861, 862, 863, 864, 865, 866, 867, 868, 869, 870, 871, 872, 873, 874, 875, 876, 877, 878]. The amino acids at these positions are: PVRVAWSSPVQNCEPWIPP. (4) Given the antigen sequence: GRDGYIVDSKNCVYHCYPPCDGLCKKNGAKSGSCGFLVPSGLACWCNDLPENVPIKDPSDDCHK, which amino acid positions are active epitope sites? The epitope positions are: [0, 1, 2, 3, 4, 5, 6]. The amino acids at these positions are: GRDGYIV.